From a dataset of Full USPTO retrosynthesis dataset with 1.9M reactions from patents (1976-2016). Predict the reactants needed to synthesize the given product. (1) The reactants are: CC1C=CC(S(O[C@@H:12]2[C@@H:16]([OH:17])[C@@H:15]([CH2:18][OH:19])[O:14][C@@H:13]2[O:20][CH3:21])(=O)=O)=CC=1.C[O-].[Na+].C(O)(=O)C. Given the product [CH3:21][O:20][C@@H:13]1[C@@H:12]2[C@H:16]([O:17]2)[C@@H:15]([CH2:18][OH:19])[O:14]1, predict the reactants needed to synthesize it. (2) Given the product [NH2:11][C:10]1[C:22]2[C:21](=[CH:26][CH:25]=[CH:24][CH:23]=2)[C:20]([O:35][C:34]2[CH:2]=[CH:3][N:4]=[C:31]([NH:19][C:16]3[CH:17]=[C:18]4[C:13](=[CH:14][CH:15]=3)[NH:12][N:11]=[C:10]4[O:9][CH2:8][CH2:7][N:4]3[CH2:5][CH2:6][O:1][CH2:2][CH2:3]3)[N:32]=2)=[CH:17][CH:18]=1, predict the reactants needed to synthesize it. The reactants are: [O:1]1[CH2:6][CH2:5][N:4]([CH2:7][CH2:8][O:9][C:10]2[C:18]3[C:13](=[CH:14][CH:15]=[C:16]([NH2:19])[CH:17]=3)[NH:12][N:11]=2)[CH2:3][CH2:2]1.[CH3:20][C:21]1[CH:22]=[CH:23][C:24](S(O)(=O)=O)=[CH:25][CH:26]=1.[CH3:31][N:32]([CH:34]=[O:35])C. (3) Given the product [Cl:1][C:2]1[C:3]([C:26]2[CH:27]=[CH:28][CH:29]=[C:24]([F:23])[N:25]=2)=[CH:4][C:5]([NH:8][CH:9]2[CH2:14][CH2:13][N:12]([C:15]([O:17][C:18]([CH3:21])([CH3:20])[CH3:19])=[O:16])[CH2:11][CH2:10]2)=[N:6][CH:7]=1, predict the reactants needed to synthesize it. The reactants are: [Cl:1][C:2]1[C:3](I)=[CH:4][C:5]([NH:8][CH:9]2[CH2:14][CH2:13][N:12]([C:15]([O:17][C:18]([CH3:21])([CH3:20])[CH3:19])=[O:16])[CH2:11][CH2:10]2)=[N:6][CH:7]=1.[F:23][C:24]1[CH:29]=[CH:28][CH:27]=[C:26](B2OC(C)(C)C(C)(C)O2)[N:25]=1.C(Cl)Cl.C(=O)([O-])[O-].[Na+].[Na+]. (4) The reactants are: [C:1]([N:8]1[CH2:15][CH2:14][CH2:13][C@H:9]1[C:10]([OH:12])=O)([O:3][C:4]([CH3:7])([CH3:6])[CH3:5])=[O:2].Cl.[CH3:17][NH:18][O:19][CH3:20].CN1CCOCC1. Given the product [N:8]1([C:1]([O:3][C:4]([CH3:5])([CH3:6])[CH3:7])=[O:2])[CH2:15][CH2:14][CH2:13][C@H:9]1[C:10]([N:18]([O:19][CH3:20])[CH3:17])=[O:12], predict the reactants needed to synthesize it. (5) Given the product [OH:2][C:3]1[CH:8]=[CH:7][CH:6]=[CH:5][C:4]=1[C:9]1([C:13]([NH2:15])=[O:14])[CH2:10][CH2:11][CH2:12]1, predict the reactants needed to synthesize it. The reactants are: C[O:2][C:3]1[CH:8]=[CH:7][CH:6]=[CH:5][C:4]=1[C:9]1([C:13]([NH2:15])=[O:14])[CH2:12][CH2:11][CH2:10]1.B(Br)(Br)Br.